Dataset: Volume of distribution at steady state (VDss) regression data from Lombardo et al.. Task: Regression/Classification. Given a drug SMILES string, predict its absorption, distribution, metabolism, or excretion properties. Task type varies by dataset: regression for continuous measurements (e.g., permeability, clearance, half-life) or binary classification for categorical outcomes (e.g., BBB penetration, CYP inhibition). For this dataset (vdss_lombardo), we predict log10(VDss) (log10 of volume of distribution in L/kg). (1) The molecule is CN/C(=C\[N+](=O)[O-])NCCSCc1csc(CN(C)C)n1. The log10(VDss) is 0. (2) The compound is CCC1(O)C(=O)OCc2c1cc1n(c2=O)Cc2c-1nc1cc3c(cc1c2CN1CC[NH+](C)CC1)OCCO3. The log10(VDss) is 0.680.